From a dataset of NCI-60 drug combinations with 297,098 pairs across 59 cell lines. Regression. Given two drug SMILES strings and cell line genomic features, predict the synergy score measuring deviation from expected non-interaction effect. (1) Drug 1: CC(C1=C(C=CC(=C1Cl)F)Cl)OC2=C(N=CC(=C2)C3=CN(N=C3)C4CCNCC4)N. Drug 2: CCN(CC)CCCC(C)NC1=C2C=C(C=CC2=NC3=C1C=CC(=C3)Cl)OC. Cell line: MDA-MB-231. Synergy scores: CSS=38.1, Synergy_ZIP=-2.50, Synergy_Bliss=-0.574, Synergy_Loewe=-0.481, Synergy_HSA=0.959. (2) Drug 1: C(=O)(N)NO. Drug 2: COCCOC1=C(C=C2C(=C1)C(=NC=N2)NC3=CC=CC(=C3)C#C)OCCOC.Cl. Cell line: SK-MEL-5. Synergy scores: CSS=7.86, Synergy_ZIP=-3.63, Synergy_Bliss=-2.31, Synergy_Loewe=-0.599, Synergy_HSA=0.559. (3) Drug 1: COC1=C(C=C2C(=C1)N=CN=C2NC3=CC(=C(C=C3)F)Cl)OCCCN4CCOCC4. Drug 2: CN(C)N=NC1=C(NC=N1)C(=O)N. Cell line: HT29. Synergy scores: CSS=18.3, Synergy_ZIP=-9.68, Synergy_Bliss=-3.29, Synergy_Loewe=-12.8, Synergy_HSA=-3.05. (4) Drug 1: CC1=CC2C(CCC3(C2CCC3(C(=O)C)OC(=O)C)C)C4(C1=CC(=O)CC4)C. Drug 2: C(CCl)NC(=O)N(CCCl)N=O. Cell line: KM12. Synergy scores: CSS=0.269, Synergy_ZIP=0.0361, Synergy_Bliss=-2.47, Synergy_Loewe=-3.70, Synergy_HSA=-3.09. (5) Drug 1: C1CC(C1)(C(=O)O)C(=O)O.[NH2-].[NH2-].[Pt+2]. Drug 2: CC(C)NC(=O)C1=CC=C(C=C1)CNNC.Cl. Cell line: HOP-62. Synergy scores: CSS=18.3, Synergy_ZIP=2.60, Synergy_Bliss=7.56, Synergy_Loewe=0.423, Synergy_HSA=3.45. (6) Drug 1: CC1CCC2CC(C(=CC=CC=CC(CC(C(=O)C(C(C(=CC(C(=O)CC(OC(=O)C3CCCCN3C(=O)C(=O)C1(O2)O)C(C)CC4CCC(C(C4)OC)O)C)C)O)OC)C)C)C)OC. Drug 2: CN(CCCl)CCCl.Cl. Cell line: HT29. Synergy scores: CSS=21.9, Synergy_ZIP=-3.65, Synergy_Bliss=5.49, Synergy_Loewe=4.19, Synergy_HSA=5.68. (7) Drug 1: C1CN1C2=NC(=NC(=N2)N3CC3)N4CC4. Synergy scores: CSS=46.4, Synergy_ZIP=-2.46, Synergy_Bliss=-2.91, Synergy_Loewe=-3.30, Synergy_HSA=0.711. Cell line: MDA-MB-231. Drug 2: CC1C(C(CC(O1)OC2CC(CC3=C2C(=C4C(=C3O)C(=O)C5=CC=CC=C5C4=O)O)(C(=O)C)O)N)O.